Dataset: Catalyst prediction with 721,799 reactions and 888 catalyst types from USPTO. Task: Predict which catalyst facilitates the given reaction. (1) Reactant: [Cl:1][C:2]1[CH:7]=[CH:6][C:5](/[CH:8]=[CH:9]/[C:10]([N:12]2[CH2:17][CH2:16][CH:15]([C:18]([O:20]C)=[O:19])[CH2:14][CH2:13]2)=[O:11])=[C:4]([CH2:22][N:23]2[N:27]=[N:26][C:25]([CH3:28])=[N:24]2)[CH:3]=1.[OH-].[Na+].Cl. Product: [Cl:1][C:2]1[CH:7]=[CH:6][C:5](/[CH:8]=[CH:9]/[C:10]([N:12]2[CH2:13][CH2:14][CH:15]([C:18]([OH:20])=[O:19])[CH2:16][CH2:17]2)=[O:11])=[C:4]([CH2:22][N:23]2[N:27]=[N:26][C:25]([CH3:28])=[N:24]2)[CH:3]=1. The catalyst class is: 49. (2) Product: [ClH:12].[C:1]([O:9][CH2:41][CH2:40][CH2:39][CH2:38][CH2:37][CH2:36][CH2:35][CH2:34][CH2:33][CH2:32][CH2:31][CH2:30][CH2:29][CH2:28][CH2:27][CH2:26][CH2:25][CH2:24][CH2:23][CH2:22][CH2:21][CH2:20][CH2:19][CH2:18][CH2:17][CH2:16][CH2:15][CH3:14])(=[O:8])[C:2]1[CH:7]=[CH:6][CH:5]=[N:4][CH:3]=1. Reactant: [C:1]([OH:9])(=[O:8])[C:2]1[CH:7]=[CH:6][CH:5]=[N:4][CH:3]=1.O=S(Cl)[Cl:12].[CH2:14](O)[CH2:15][CH2:16][CH2:17][CH2:18][CH2:19][CH2:20][CH2:21][CH2:22][CH2:23][CH2:24][CH2:25][CH2:26][CH2:27][CH2:28][CH2:29][CH2:30][CH2:31][CH2:32][CH2:33][CH2:34][CH2:35][CH2:36][CH2:37][CH2:38][CH2:39][CH2:40][CH3:41].C(Cl)(=O)C1C=CC=NC=1. The catalyst class is: 22. (3) Reactant: [N:1]1[CH:6]=[CH:5][CH:4]=[C:3]([CH2:7][NH:8][C:9]2[CH:17]=[CH:16][CH:15]=[C:11]([C:12]([OH:14])=O)[C:10]=2[C:18]([OH:20])=O)[CH:2]=1.[O:21]=[C:22]1[CH:27]([N:28]2C(=O)C3C(=CC=CC=3NCCOC)C2=O)[CH2:26][CH2:25][C:24](=[O:44])[NH:23]1. Product: [O:21]=[C:22]1[CH:27]([N:28]2[C:18](=[O:20])[C:10]3[C:11](=[CH:15][CH:16]=[CH:17][C:9]=3[NH:8][CH2:7][C:3]3[CH:2]=[N:1][CH:6]=[CH:5][CH:4]=3)[C:12]2=[O:14])[CH2:26][CH2:25][C:24](=[O:44])[NH:23]1. The catalyst class is: 125. (4) Reactant: [CH2:1]([O:5][C:6]1[CH:11]=[C:10]([O:12][C:13]2[CH:18]=[CH:17][C:16]([C:19]([F:22])([F:21])[F:20])=[CH:15][N:14]=2)[CH:9]=[CH:8][C:7]=1[CH2:23][CH2:24][C:25](OCC)=[O:26])[CH2:2][CH2:3][CH3:4].[H-].[Al+3].[Li+].[H-].[H-].[H-].O.O.O.O.O.O.O.O.O.O.S([O-])([O-])(=O)=O.[Na+].[Na+]. Product: [CH2:1]([O:5][C:6]1[CH:11]=[C:10]([O:12][C:13]2[CH:18]=[CH:17][C:16]([C:19]([F:20])([F:21])[F:22])=[CH:15][N:14]=2)[CH:9]=[CH:8][C:7]=1[CH2:23][CH2:24][CH2:25][OH:26])[CH2:2][CH2:3][CH3:4]. The catalyst class is: 7.